Task: Predict the reaction yield, written as a fraction of the theoretical maximum amount of product (1.0 means a 100% yield; for example, 0.34 means a 34% yield).. Dataset: Reaction yield outcomes from USPTO patents with 853,638 reactions (1) The reactants are [CH2:1]([Mg]Br)[CH:2]=[CH2:3].[CH3:6][S:7]([O:10][CH:11]1[CH2:16][CH2:15][C:14](=[O:17])[CH2:13][CH2:12]1)(=[O:9])=[O:8]. The catalyst is C1COCC1. The product is [CH3:6][S:7]([O:10][CH:11]1[CH2:16][CH2:15][C:14]([CH2:3][CH:2]=[CH2:1])([OH:17])[CH2:13][CH2:12]1)(=[O:9])=[O:8]. The yield is 0.520. (2) The reactants are Cl.[CH2:2]([O:9][C:10]1[CH:16]=[CH:15][C:13]([NH2:14])=[CH:12][CH:11]=1)[C:3]1[CH:8]=[CH:7][CH:6]=[CH:5][CH:4]=1.[F:17][C:18]1[CH:23]=[CH:22][C:21]([NH:24][C:25]([C:27]2([C:30](O)=[O:31])[CH2:29][CH2:28]2)=[O:26])=[CH:20][CH:19]=1.CCN=C=NCCCN(C)C. The catalyst is C(Cl)Cl. The product is [F:17][C:18]1[CH:19]=[CH:20][C:21]([NH:24][C:25]([C:27]2([C:30]([NH:14][C:13]3[CH:12]=[CH:11][C:10]([O:9][CH2:2][C:3]4[CH:4]=[CH:5][CH:6]=[CH:7][CH:8]=4)=[CH:16][CH:15]=3)=[O:31])[CH2:29][CH2:28]2)=[O:26])=[CH:22][CH:23]=1. The yield is 0.950. (3) The reactants are Cl[C:2]1[N:3]=[CH:4][C:5]([C:8]2[N:9]=[C:10]([N:18]3[CH2:23][CH2:22][C@H:21]([NH:24][C:25]([C:27]4[NH:28][C:29]([CH3:34])=[C:30]([Cl:33])[C:31]=4[Cl:32])=[O:26])[C@H:20]([O:35][CH3:36])[CH2:19]3)[S:11][C:12]=2[C:13]([O:15][CH2:16][CH3:17])=[O:14])=[N:6][CH:7]=1.[CH3:37][N:38]1[CH2:43][CH2:42][NH:41][CH2:40][CH2:39]1.C(N(CC)C(C)C)(C)C.O. The catalyst is CN1CCCC1=O. The product is [Cl:32][C:31]1[C:30]([Cl:33])=[C:29]([CH3:34])[NH:28][C:27]=1[C:25]([NH:24][C@H:21]1[CH2:22][CH2:23][N:18]([C:10]2[S:11][C:12]([C:13]([O:15][CH2:16][CH3:17])=[O:14])=[C:8]([C:5]3[CH:4]=[N:3][C:2]([N:41]4[CH2:42][CH2:43][N:38]([CH3:37])[CH2:39][CH2:40]4)=[CH:7][N:6]=3)[N:9]=2)[CH2:19][C@H:20]1[O:35][CH3:36])=[O:26]. The yield is 0.820.